Dataset: Forward reaction prediction with 1.9M reactions from USPTO patents (1976-2016). Task: Predict the product of the given reaction. Given the reactants C(N(C(C)C)CC)(C)C.CCCP1(OP(CCC)(=O)OP(CCC)(=O)O1)=O.[Cl:28][C:29]1[CH:34]=[CH:33][C:32]([C:35]2[N:36]=[C:37]3[CH:42]=[CH:41][C:40]([C:43]([O-])=[O:44])=[CH:39][N:38]3[C:46]=2[CH2:47][OH:48])=[CH:31][CH:30]=1.[Na+].[CH3:50][N:51]1[CH2:56][CH2:55][NH:54][CH2:53][CH2:52]1, predict the reaction product. The product is: [Cl:28][C:29]1[CH:30]=[CH:31][C:32]([C:35]2[N:36]=[C:37]3[CH:42]=[CH:41][C:40]([C:43]([N:54]4[CH2:55][CH2:56][N:51]([CH3:50])[CH2:52][CH2:53]4)=[O:44])=[CH:39][N:38]3[C:46]=2[CH2:47][OH:48])=[CH:33][CH:34]=1.